From a dataset of Full USPTO retrosynthesis dataset with 1.9M reactions from patents (1976-2016). Predict the reactants needed to synthesize the given product. Given the product [CH:33]1([C:2]2[C:17]([O:18][CH2:19][C@@H:20]([NH:25][C:26](=[O:32])[O:27][C:28]([CH3:31])([CH3:29])[CH3:30])[CH2:21][CH:22]([CH3:23])[CH3:24])=[CH:16][C:5]3[N:6]([CH3:15])[C:7](=[O:14])[C:8]4[C:13]([C:4]=3[CH:3]=2)=[CH:12][CH:11]=[N:10][CH:9]=4)[CH2:35][CH2:34]1, predict the reactants needed to synthesize it. The reactants are: Br[C:2]1[C:17]([O:18][CH2:19][C@@H:20]([NH:25][C:26](=[O:32])[O:27][C:28]([CH3:31])([CH3:30])[CH3:29])[CH2:21][CH:22]([CH3:24])[CH3:23])=[CH:16][C:5]2[N:6]([CH3:15])[C:7](=[O:14])[C:8]3[C:13]([C:4]=2[CH:3]=1)=[CH:12][CH:11]=[N:10][CH:9]=3.[CH:33]1(B(O)O)[CH2:35][CH2:34]1.C([O-])([O-])=O.[Cs+].[Cs+].